This data is from Reaction yield outcomes from USPTO patents with 853,638 reactions. The task is: Predict the reaction yield, written as a fraction of the theoretical maximum amount of product (1.0 means a 100% yield; for example, 0.34 means a 34% yield). (1) The reactants are [C:1]([C:3]1[CH:12]=[CH:11][C:6]([C:7]([O:9]C)=[O:8])=[C:5]([F:13])[CH:4]=1)#[N:2].[OH-].[K+]. The catalyst is C(O)C.O. The product is [C:1]([C:3]1[CH:12]=[CH:11][C:6]([C:7]([OH:9])=[O:8])=[C:5]([F:13])[CH:4]=1)#[N:2]. The yield is 0.830. (2) The reactants are [C:1]([C:5]1[CH:9]=[C:8]([NH:10][C:11]([NH:13][C@@H:14]2[C:23]3[C:18](=[CH:19][CH:20]=[CH:21][CH:22]=3)[C@H:17]([O:24][C:25]3[CH:26]=[CH:27][C:28]4[N:29]([C:31]([N:34]5[CH2:39][CH2:38][CH2:37][CH2:36][C@@H:35]5[CH3:40])=[N:32][N:33]=4)[CH:30]=3)[CH2:16][CH2:15]2)=[O:12])[N:7]([C:41]2[CH:42]=[C:43]([CH:52]=[CH:53][CH:54]=2)[O:44][CH2:45][CH2:46][O:47]S(C)(=O)=O)[N:6]=1)([CH3:4])([CH3:3])[CH3:2].[NH:55]1[CH2:60][CH2:59][CH2:58][CH2:57][CH2:56]1.C1C[O:64]CC1. No catalyst specified. The product is [CH:46]([OH:47])=[O:64].[C:1]([C:5]1[CH:9]=[C:8]([NH:10][C:11]([NH:13][C@@H:14]2[C:23]3[C:18](=[CH:19][CH:20]=[CH:21][CH:22]=3)[C@H:17]([O:24][C:25]3[CH:26]=[CH:27][C:28]4[N:29]([C:31]([N:34]5[CH2:39][CH2:38][CH2:37][CH2:36][C@@H:35]5[CH3:40])=[N:32][N:33]=4)[CH:30]=3)[CH2:16][CH2:15]2)=[O:12])[N:7]([C:41]2[CH:54]=[CH:53][CH:52]=[C:43]([O:44][CH2:45][CH2:46][N:55]3[CH2:60][CH2:59][CH2:58][CH2:57][CH2:56]3)[CH:42]=2)[N:6]=1)([CH3:2])([CH3:3])[CH3:4]. The yield is 0.460.